Dataset: TCR-epitope binding with 47,182 pairs between 192 epitopes and 23,139 TCRs. Task: Binary Classification. Given a T-cell receptor sequence (or CDR3 region) and an epitope sequence, predict whether binding occurs between them. The epitope is KAYNVTQAF. The TCR CDR3 sequence is CASSFWRANTGELFF. Result: 1 (the TCR binds to the epitope).